Dataset: Cav3 T-type calcium channel HTS with 100,875 compounds. Task: Binary Classification. Given a drug SMILES string, predict its activity (active/inactive) in a high-throughput screening assay against a specified biological target. (1) The compound is FC(F)(F)C1(N=C(N(C=2CC(CC(=O)C12)(C)C)Cc1occc1)C)C(F)(F)F. The result is 0 (inactive). (2) The drug is O1C2=C(C(C3=C(O)CCCC3=O)c3c1cccc3)C(=O)CCC2. The result is 0 (inactive). (3) The molecule is Brc1ccc(c2oc(SCC#CCOC(=O)c3occc3)nn2)cc1. The result is 0 (inactive). (4) The compound is O=C(N1C2CC(CC(C2)(C)C)(C1)C)COc1ccc(cc1)C. The result is 0 (inactive). (5) The compound is Clc1cc(Cn2nc(c(NC(=O)c3c(nn(c3)c3ccccc3)c3ccccc3)c2C)C)ccc1Cl. The result is 1 (active). (6) The drug is S(=O)(=O)(NCc1ncccc1)c1c2c3c(n(c(=O)c3ccc2)CC)cc1. The result is 0 (inactive).